From a dataset of Peptide-MHC class II binding affinity with 134,281 pairs from IEDB. Regression. Given a peptide amino acid sequence and an MHC pseudo amino acid sequence, predict their binding affinity value. This is MHC class II binding data. (1) The peptide sequence is KDYIALNEDLRSWTA. The MHC is DRB1_1101 with pseudo-sequence DRB1_1101. The binding affinity (normalized) is 0.359. (2) The peptide sequence is QIDAFIANAGATADS. The MHC is DRB1_0701 with pseudo-sequence DRB1_0701. The binding affinity (normalized) is 0.346. (3) The peptide sequence is YDKFLPNVSTVLTGK. The MHC is DRB3_0202 with pseudo-sequence DRB3_0202. The binding affinity (normalized) is 0.936. (4) The peptide sequence is RSHDVLTVQFLILGM. The MHC is DRB3_0202 with pseudo-sequence DRB3_0202. The binding affinity (normalized) is 0.524.